From a dataset of Reaction yield outcomes from USPTO patents with 853,638 reactions. Predict the reaction yield, written as a fraction of the theoretical maximum amount of product (1.0 means a 100% yield; for example, 0.34 means a 34% yield). (1) The product is [NH2:4][C:3]1[NH:28][N:27]=[C:15]([C:14]2[CH:18]=[CH:19][C:11]([N+:8]([O-:10])=[O:9])=[CH:12][CH:13]=2)[C:2]=1[C:1]#[N:5]. The catalyst is C1COCC1.[Cl-].[Na+].O.CCO. The yield is 0.280. The reactants are [C:1](#[N:5])[CH2:2][C:3]#[N:4].[H-].[Na+].[N+:8]([C:11]1[CH:19]=[CH:18][C:14]([C:15](Cl)=O)=[CH:13][CH:12]=1)([O-:10])=[O:9].S(OC)(OC)(=O)=O.[NH2:27][NH2:28].Cl. (2) The reactants are CC1C=CC([C:6]([O-])=[O:7])=CC=1.[CH3:11][C@H:12]1[N:17]([CH2:18][C:19]([F:22])([F:21])[F:20])[C:16](=[O:23])[C@@H:15]([NH3+:24])[CH2:14][C@H:13]1[C:25]1[CH:30]=[CH:29][CH:28]=[CH:27][C:26]=1[CH3:31].[O-:32]P([O-])([O-])=O.[K+].[K+].[K+].[CH:40]1[CH:41]=[CH:42][C:43]2N(O)N=[N:46][C:44]=2[CH:45]=1.[CH3:50][CH2:51][N:52]=[C:53]=[N:54][CH2:55][CH2:56][CH2:57]N(C)C.Cl.[CH3:62][C:63]#N. The catalyst is O. The product is [CH3:11][C@H:12]1[N:17]([CH2:18][C:19]([F:21])([F:22])[F:20])[C:16](=[O:23])[C@@H:15]([NH:24][C:6]([C:41]2[CH:42]=[C:43]3[CH2:57][C@@:56]4([C:63]5[C:53](=[N:52][CH:51]=[CH:50][CH:62]=5)[NH:54][C:55]4=[O:32])[CH2:45][C:44]3=[N:46][CH:40]=2)=[O:7])[CH2:14][C@H:13]1[C:25]1[CH:30]=[CH:29][CH:28]=[CH:27][C:26]=1[CH3:31]. The yield is 0.890. (3) The reactants are Br[C:2]1[CH:3]=[N:4][C:5]([N:8]2[CH2:13][CH2:12][O:11][C@H:10]([CH2:14][N:15]3[C:19]4=[N:20][C:21]([C:24]5[CH:25]=[C:26]([CH:29]=[CH:30][CH:31]=5)[C:27]#[N:28])=[CH:22][N:23]=[C:18]4[N:17]=[N:16]3)[CH2:9]2)=[N:6][CH:7]=1.[CH3:32][N:33]1[CH2:38][CH2:37][N:36]([CH2:39][C:40]2[CH:45]=[CH:44][C:43](B3OC(C)(C)C(C)(C)O3)=[CH:42][CH:41]=2)[CH2:35][CH2:34]1.C([O-])([O-])=O.[Cs+].[Cs+]. The catalyst is O1CCOCC1.O.C1C=CC(P(C2C=CC=CC=2)[C-]2C=CC=C2)=CC=1.C1C=CC(P(C2C=CC=CC=2)[C-]2C=CC=C2)=CC=1.Cl[Pd]Cl.[Fe+2]. The product is [CH3:32][N:33]1[CH2:38][CH2:37][N:36]([CH2:39][C:40]2[CH:45]=[CH:44][C:43]([C:2]3[CH:3]=[N:4][C:5]([N:8]4[CH2:13][CH2:12][O:11][C@H:10]([CH2:14][N:15]5[C:19]6=[N:20][C:21]([C:24]7[CH:25]=[C:26]([CH:29]=[CH:30][CH:31]=7)[C:27]#[N:28])=[CH:22][N:23]=[C:18]6[N:17]=[N:16]5)[CH2:9]4)=[N:6][CH:7]=3)=[CH:42][CH:41]=2)[CH2:35][CH2:34]1. The yield is 0.330. (4) The reactants are NC1C=CC(C2C=CC(C(=O)CC(C)(C)C(OC)=O)=CC=2)=CC=1.ClC1SC2C=CC=CC=2N=1.[S:34]1[C:38]2[CH:39]=[CH:40][CH:41]=[CH:42][C:37]=2[N:36]=[C:35]1[NH:43][C:44]1[CH:49]=[CH:48][C:47]([C:50]2[CH:55]=[CH:54][C:53]([C:56](=[O:65])[CH2:57][C:58]([CH3:64])([CH3:63])[C:59]([O:61]C)=[O:60])=[CH:52][CH:51]=2)=[CH:46][CH:45]=1.[OH-].[Na+].Cl. The catalyst is C(O)CCC. The product is [S:34]1[C:38]2[CH:39]=[CH:40][CH:41]=[CH:42][C:37]=2[N:36]=[C:35]1[NH:43][C:44]1[CH:45]=[CH:46][C:47]([C:50]2[CH:55]=[CH:54][C:53]([C:56](=[O:65])[CH2:57][C:58]([CH3:63])([CH3:64])[C:59]([OH:61])=[O:60])=[CH:52][CH:51]=2)=[CH:48][CH:49]=1. The yield is 0.450.